From a dataset of Full USPTO retrosynthesis dataset with 1.9M reactions from patents (1976-2016). Predict the reactants needed to synthesize the given product. (1) Given the product [CH3:15][O:14][C:12](=[O:13])[C:11]([CH3:10])([CH3:18])[CH2:16][S:20][CH3:19], predict the reactants needed to synthesize it. The reactants are: C(N(CC)C(C)C)(C)C.[CH3:10][C:11]([CH3:18])([CH2:16]O)[C:12]([O:14][CH3:15])=[O:13].[CH3:19][S:20](Cl)(=O)=O.[Na].CS. (2) Given the product [N:22]1([CH:16]2[CH2:15][CH2:14][N:13]([C:34]([C:33]3[CH:37]=[CH:38][C:30]([CH2:29][Cl:28])=[CH:31][CH:32]=3)=[O:35])[CH2:17]2)[CH2:23][CH2:24][CH2:27][CH2:25]1, predict the reactants needed to synthesize it. The reactants are: C([CH:14]1[CH2:15][CH2:16][CH2:17][N:13]1[N:13]1[CH2:17][CH2:16][CH2:15][CH2:14]1)(OC(C)(C)C)=O.Cl.C([N:22]([CH:25]([CH3:27])C)[CH2:23][CH3:24])(C)C.[Cl:28][CH2:29][C:30]1[CH:38]=[CH:37][C:33]([C:34](Cl)=[O:35])=[CH:32][CH:31]=1. (3) Given the product [C:20]([CH2:19][NH:17][CH:13]1[CH2:14][CH2:15][CH2:16][N:11]([C:9]([O:8][CH2:1][C:2]2[CH:7]=[CH:6][CH:5]=[CH:4][CH:3]=2)=[O:10])[CH2:12]1)#[N:21], predict the reactants needed to synthesize it. The reactants are: [CH2:1]([O:8][C:9]([N:11]1[CH2:16][CH2:15][CH2:14][CH:13]([NH2:17])[CH2:12]1)=[O:10])[C:2]1[CH:7]=[CH:6][CH:5]=[CH:4][CH:3]=1.Br[CH2:19][C:20]#[N:21]. (4) The reactants are: [Br:1][C:2]1[C:3](Cl)=[N:4][CH:5]=[C:6]([CH:21]=1)[C:7]([NH:9][C:10]1[CH:15]=[CH:14][C:13]([S:16][C:17]([Cl:20])([F:19])[F:18])=[CH:12][CH:11]=1)=[O:8].[NH:23]1[CH2:27][CH2:26][C@@H:25]([OH:28])[CH2:24]1. Given the product [Br:1][C:2]1[C:3]([N:23]2[CH2:27][CH2:26][C@@H:25]([OH:28])[CH2:24]2)=[N:4][CH:5]=[C:6]([CH:21]=1)[C:7]([NH:9][C:10]1[CH:15]=[CH:14][C:13]([S:16][C:17]([Cl:20])([F:19])[F:18])=[CH:12][CH:11]=1)=[O:8], predict the reactants needed to synthesize it.